This data is from Drug-induced liver injury (DILI) classification data. The task is: Regression/Classification. Given a drug SMILES string, predict its toxicity properties. Task type varies by dataset: regression for continuous values (e.g., LD50, hERG inhibition percentage) or binary classification for toxic/non-toxic outcomes (e.g., AMES mutagenicity, cardiotoxicity, hepatotoxicity). Dataset: dili. The compound is CN1C2CCC1CC(OC(=O)C(CO)c1ccccc1)C2. The result is 0 (no liver injury).